Dataset: Forward reaction prediction with 1.9M reactions from USPTO patents (1976-2016). Task: Predict the product of the given reaction. (1) Given the reactants [Br:1][C:2]1[CH:3]=[C:4]([O:13][CH:14]([CH3:16])[CH3:15])[C:5]([CH3:12])=[C:6]([CH:11]=1)[C:7](OC)=[O:8], predict the reaction product. The product is: [Br:1][C:2]1[CH:3]=[C:4]([O:13][CH:14]([CH3:16])[CH3:15])[C:5]([CH3:12])=[C:6]([CH2:7][OH:8])[CH:11]=1. (2) Given the reactants [C:1]([O:6][CH2:7][CH3:8])(=[O:5])[CH:2]([CH3:4])[CH3:3].[Li+].CC([N-]C(C)C)C.[CH2:17]([I:19])I.[NH4+].[Cl-], predict the reaction product. The product is: [I:19][CH2:17][C:2]([CH3:4])([CH3:3])[C:1]([O:6][CH2:7][CH3:8])=[O:5]. (3) Given the reactants CON(C)[C:4]([C:6]1[N:7]=[C:8]([C@@H:11]2[CH2:16][N:15]3[CH2:17][CH2:18][CH2:19][C@@H:14]3[CH2:13][N:12]2[C:20]([O:22][C:23]([CH3:26])([CH3:25])[CH3:24])=[O:21])[O:9][CH:10]=1)=[O:5].Br[Mg][C:30]1[CH:35]=[CH:34][C:33]([F:36])=[CH:32][CH:31]=1, predict the reaction product. The product is: [F:36][C:33]1[CH:34]=[CH:35][C:30]([C:4]([C:6]2[N:7]=[C:8]([C@@H:11]3[CH2:16][N:15]4[CH2:17][CH2:18][CH2:19][C@@H:14]4[CH2:13][N:12]3[C:20]([O:22][C:23]([CH3:24])([CH3:25])[CH3:26])=[O:21])[O:9][CH:10]=2)=[O:5])=[CH:31][CH:32]=1. (4) The product is: [F:1][C:2]1[CH:7]=[CH:6][CH:5]=[C:4]([F:8])[C:3]=1[N:9]1[C:14]2[N:15]=[C:16]([S:29][CH3:30])[N:17]=[C:18]([C:19]3[CH:20]=[C:21]([CH:25]=[CH:26][C:27]=3[CH3:28])[C:22]([NH:35][CH3:32])=[O:23])[C:13]=2[CH2:12][NH:11][C:10]1=[O:31]. Given the reactants [F:1][C:2]1[CH:7]=[CH:6][CH:5]=[C:4]([F:8])[C:3]=1[N:9]1[C:14]2[N:15]=[C:16]([S:29][CH3:30])[N:17]=[C:18]([C:19]3[CH:20]=[C:21]([CH:25]=[CH:26][C:27]=3[CH3:28])[C:22](O)=[O:23])[C:13]=2[CH2:12][NH:11][C:10]1=[O:31].[CH:32]([N:35](C(C)C)CC)(C)C.CN(C(ON1N=NC2C=CC=NC1=2)=[N+](C)C)C.F[P-](F)(F)(F)(F)F, predict the reaction product. (5) Given the reactants [C:1]([O:5][C:6]([N:8]1[CH2:13][CH2:12][CH:11]([NH:14][CH2:15][C:16]2[C:17]3[N:24]([CH2:25][CH3:26])[C:23]([C:27]4[C:31]([NH2:32])=[N:30][O:29][N:28]=4)=[N:22][C:18]=3[CH:19]=[N:20][CH:21]=2)[CH2:10][CH2:9]1)=[O:7])([CH3:4])([CH3:3])[CH3:2].C(=O)([O-])[O-].[K+].[K+].[C:39](Cl)(=[O:41])[CH3:40], predict the reaction product. The product is: [C:1]([O:5][C:6]([N:8]1[CH2:13][CH2:12][CH:11]([N:14]([C:39](=[O:41])[CH3:40])[CH2:15][C:16]2[C:17]3[N:24]([CH2:25][CH3:26])[C:23]([C:27]4[C:31]([NH2:32])=[N:30][O:29][N:28]=4)=[N:22][C:18]=3[CH:19]=[N:20][CH:21]=2)[CH2:10][CH2:9]1)=[O:7])([CH3:2])([CH3:3])[CH3:4]. (6) Given the reactants [F:1][C:2]1[C:3]([N+:14]([O-])=O)=[C:4]([CH2:8][C:9](OCC)=[O:10])[CH:5]=[CH:6][CH:7]=1, predict the reaction product. The product is: [F:1][C:2]1[CH:7]=[CH:6][CH:5]=[C:4]2[C:3]=1[NH:14][C:9](=[O:10])[CH2:8]2. (7) Given the reactants B(Br)(Br)Br.[Cl:5][C:6]1[C:12]([O:13]C)=[CH:11][C:9]([NH2:10])=[CH:8][C:7]=1[O:15][CH3:16], predict the reaction product. The product is: [NH2:10][C:9]1[CH:8]=[C:7]([O:15][CH3:16])[C:6]([Cl:5])=[C:12]([OH:13])[CH:11]=1. (8) Given the reactants C([CH:8]1[C:16]2[C:11](=[CH:12][CH:13]=[CH:14][CH:15]=2)[CH2:10][C:9]1([NH2:20])[C:17](O)=O)(OC(C)(C)C)=O.CN1CCOCC1.C(OC(Cl)=O)C(C)C.[CH2:36]([C:41]1[CH:42]=[C:43]([NH2:48])[C:44]([NH2:47])=[CH:45][CH:46]=1)[C:37]([CH3:40])([CH3:39])[CH3:38].C(O)(=O)C.FC(F)(F)C(O)=O, predict the reaction product. The product is: [CH3:38][C:37]([CH3:40])([CH3:39])[CH2:36][C:41]1[CH:46]=[CH:45][C:44]2[N:47]=[C:17]([C:9]3([NH2:20])[CH2:8][C:16]4[C:11](=[CH:12][CH:13]=[CH:14][CH:15]=4)[CH2:10]3)[NH:48][C:43]=2[CH:42]=1. (9) Given the reactants [F:1][C:2]1[CH:7]=[CH:6][C:5]([C:8]2[O:9][CH:10]=[C:11]([C:13](=[O:15])[CH3:14])[N:12]=2)=[CH:4][CH:3]=1.OP([O-])(O)=O.[K+].[C-:22]#[N:23].[K+], predict the reaction product. The product is: [F:1][C:2]1[CH:3]=[CH:4][C:5]([C:8]2[O:9][CH:10]=[C:11]([CH:13]([OH:15])[CH2:14][C:22]#[N:23])[N:12]=2)=[CH:6][CH:7]=1.